Dataset: Forward reaction prediction with 1.9M reactions from USPTO patents (1976-2016). Task: Predict the product of the given reaction. (1) The product is: [Cl:23][C:8]1[CH:9]=[N:10][C:11]2[C:6]([CH:7]=1)=[CH:5][C:4]([C:12]([O:14][CH3:15])=[O:13])=[CH:3][C:2]=2[I:1]. Given the reactants [I:1][C:2]1[CH:3]=[C:4]([C:12]([O:14][CH3:15])=[O:13])[CH:5]=[C:6]2[C:11]=1[N:10]=[CH:9][CH:8]=[CH:7]2.C1C(=O)N([Cl:23])C(=O)C1, predict the reaction product. (2) Given the reactants [Br:1][C:2]1[CH:3]=[C:4]([CH:8]=[C:9]([Br:21])[C:10]=1[O:11][C:12]1[CH:17]=[CH:16][C:15]([N+:18]([O-:20])=[O:19])=[CH:14][CH:13]=1)[C:5]([OH:7])=O.[CH3:22][O:23][C:24](=[O:27])[CH2:25][NH2:26].Cl.C(N=C=NCCCN(C)C)C.O.ON1C2C=CC=CC=2N=N1.C(N(CC)CC)C, predict the reaction product. The product is: [N+:18]([C:15]1[CH:16]=[CH:17][C:12]([O:11][C:10]2[C:9]([Br:21])=[CH:8][C:4]([C:5]([NH:26][CH2:25][C:24]([O:23][CH3:22])=[O:27])=[O:7])=[CH:3][C:2]=2[Br:1])=[CH:13][CH:14]=1)([O-:20])=[O:19]. (3) The product is: [C:24]([C:6]1[N:7]([CH2:13][C:14]2[CH:15]=[CH:16][C:17]([S:20]([CH3:23])(=[O:21])=[O:22])=[CH:18][CH:19]=2)[C:8](=[O:12])[C:9]2[C:4]([C:5]=1[C:27]1[CH:32]=[CH:31][CH:30]=[CH:29][CH:28]=1)=[CH:3][C:2]([Br:1])=[CH:11][CH:10]=2)(=[O:26])[CH3:25]. Given the reactants [Br:1][C:2]1[CH:3]=[C:4]2[C:9](=[CH:10][CH:11]=1)[C:8](=[O:12])[N:7]([CH2:13][C:14]1[CH:19]=[CH:18][C:17]([S:20]([CH3:23])(=[O:22])=[O:21])=[CH:16][CH:15]=1)[C:6]([CH:24]([OH:26])[CH3:25])=[C:5]2[C:27]1[CH:32]=[CH:31][CH:30]=[CH:29][CH:28]=1.C1COCC1.C(OC(C)C)(C)C, predict the reaction product. (4) Given the reactants Br[C:2]1[CH:7]=[CH:6][C:5]([CH:8]([OH:12])[CH:9]([F:11])[F:10])=[CH:4][CH:3]=1.C([O-])(=O)C.[K+].[B:18]1([B:18]2[O:22][C:21]([CH3:24])([CH3:23])[C:20]([CH3:26])([CH3:25])[O:19]2)[O:22][C:21]([CH3:24])([CH3:23])[C:20]([CH3:26])([CH3:25])[O:19]1, predict the reaction product. The product is: [F:10][CH:9]([F:11])[CH:8]([C:5]1[CH:6]=[CH:7][C:2]([B:18]2[O:22][C:21]([CH3:24])([CH3:23])[C:20]([CH3:26])([CH3:25])[O:19]2)=[CH:3][CH:4]=1)[OH:12]. (5) Given the reactants Br[CH2:2][CH2:3][O:4][C:5]1[CH:14]=[CH:13][CH:12]=[C:11]2[C:6]=1[CH:7]=[CH:8][C:9]([C:15]#[N:16])=[N:10]2.Cl.[Br:18][C:19]1[CH:20]=[C:21]([CH:29]=[CH:30][CH:31]=1)[CH:22]=[C:23]1[CH2:28][CH2:27][NH:26][CH2:25][CH2:24]1.C(=O)([O-])[O-].[K+].[K+].[I-].[Na+], predict the reaction product. The product is: [C:15]([C:9]1[CH:8]=[CH:7][C:6]2[C:11](=[CH:12][CH:13]=[CH:14][C:5]=2[O:4][CH2:3][CH2:2][N:26]2[CH2:27][CH2:28][C:23](=[CH:22][C:21]3[CH:20]=[C:19]([Br:18])[CH:31]=[CH:30][CH:29]=3)[CH2:24][CH2:25]2)[N:10]=1)#[N:16]. (6) Given the reactants [O:1]1[CH2:6][CH2:5][N:4]([CH2:7][CH2:8][NH:9][C:10]2[C:19]([F:20])=[CH:18][CH:17]=[CH:16][C:11]=2[C:12](OC)=[O:13])[CH2:3][CH2:2]1.[H-].[H-].[H-].[H-].[Li+].[Al+3], predict the reaction product. The product is: [O:1]1[CH2:6][CH2:5][N:4]([CH2:7][CH2:8][NH:9][C:10]2[C:19]([F:20])=[CH:18][CH:17]=[CH:16][C:11]=2[CH2:12][OH:13])[CH2:3][CH2:2]1.